From a dataset of Full USPTO retrosynthesis dataset with 1.9M reactions from patents (1976-2016). Predict the reactants needed to synthesize the given product. (1) Given the product [CH:1]1([N:6]2[CH2:12][C:11]([F:14])([F:13])[C:10](=[O:15])[N:9]([CH3:16])[C:8]3[CH:17]=[N:18][C:19]([NH:21][C:22]4[CH:30]=[CH:29][C:25]([C:26]([NH:77][CH:78]5[CH2:83][CH2:82][N:81]([CH2:84][CH3:85])[CH2:80][CH2:79]5)=[O:27])=[CH:24][C:23]=4[O:31][CH2:32][CH3:33])=[N:20][C:7]2=3)[CH2:5][CH2:4][CH2:3][CH2:2]1, predict the reactants needed to synthesize it. The reactants are: [CH:1]1([N:6]2[CH2:12][C:11]([F:14])([F:13])[C:10](=[O:15])[N:9]([CH3:16])[C:8]3[CH:17]=[N:18][C:19]([NH:21][C:22]4[CH:30]=[CH:29][C:25]([C:26](O)=[O:27])=[CH:24][C:23]=4[O:31][CH2:32][CH3:33])=[N:20][C:7]2=3)[CH2:5][CH2:4][CH2:3][CH2:2]1.ON1C2C=CC=CC=2N=N1.F[P-](F)(F)(F)(F)F.CN(C(N(C)C)=[N+]1C2C=CC=CC=2[N+]([O-])=N1)C.C(N(C(C)C)CC)(C)C.[NH2:77][CH:78]1[CH2:83][CH2:82][N:81]([CH2:84][CH3:85])[CH2:80][CH2:79]1. (2) Given the product [Cl:1][C:2]1[CH:7]=[CH:6][CH:5]=[CH:4][C:3]=1[S:8]([C@H:11]1[CH2:15][N:14]([C:35]([CH:32]2[CH2:33][CH2:34][N:31]2[CH:28]2[CH2:29][CH2:30][C:25]([F:38])([F:24])[CH2:26][CH2:27]2)=[O:36])[C@H:13]([C:16]([NH:18][C:19]2([C:22]#[N:23])[CH2:21][CH2:20]2)=[O:17])[CH2:12]1)(=[O:10])=[O:9], predict the reactants needed to synthesize it. The reactants are: [Cl:1][C:2]1[CH:7]=[CH:6][CH:5]=[CH:4][C:3]=1[S:8]([C@H:11]1[CH2:15][NH:14][C@H:13]([C:16]([NH:18][C:19]2([C:22]#[N:23])[CH2:21][CH2:20]2)=[O:17])[CH2:12]1)(=[O:10])=[O:9].[F:24][C:25]1([F:38])[CH2:30][CH2:29][CH:28]([N:31]2[CH2:34][CH2:33][CH:32]2[C:35]([O-])=[O:36])[CH2:27][CH2:26]1.[Li+]. (3) Given the product [F:9][C:10]1[CH:17]=[C:16]([F:18])[CH:15]=[CH:14][C:11]=1[CH:12]([C:2]1[CH:7]=[CH:6][C:5]([F:8])=[CH:4][CH:3]=1)[OH:13], predict the reactants needed to synthesize it. The reactants are: Br[C:2]1[CH:7]=[CH:6][C:5]([F:8])=[CH:4][CH:3]=1.[F:9][C:10]1[CH:17]=[C:16]([F:18])[CH:15]=[CH:14][C:11]=1[CH:12]=[O:13].FC1C=CC(C(C2C=CC(C(F)(F)F)=CC=2)O)=CC=1. (4) The reactants are: [N+:1]([C:4]1[CH:5]=[CH:6][C:7]2[O:12][CH2:11][C:10](=O)[NH:9][C:8]=2[CH:14]=1)([O-:3])=[O:2]. Given the product [N+:1]([C:4]1[CH:5]=[CH:6][C:7]2[O:12][CH2:11][CH2:10][NH:9][C:8]=2[CH:14]=1)([O-:3])=[O:2], predict the reactants needed to synthesize it. (5) The reactants are: [CH3:1][O:2][C:3](=[O:20])[C:4]1[CH:9]=[C:8](B2OC(C)(C)C(C)(C)O2)[CH:7]=[CH:6][C:5]=1[Cl:19].[C:21](=O)([O-])[O-].[Cs+].[Cs+].Cl[C:28]1[CH:33]=[CH:32][C:31](C)=[CH:30][N:29]=1. Given the product [CH3:1][O:2][C:3](=[O:20])[C:4]1[CH:9]=[C:8]([C:31]2[CH:30]=[N:29][C:28]([CH3:21])=[CH:33][CH:32]=2)[CH:7]=[CH:6][C:5]=1[Cl:19], predict the reactants needed to synthesize it. (6) Given the product [CH3:1][O:2][C:3]([C@H:5]1[N:9]2[C:10](=[O:34])[C:11]([N:31]([CH:32]=[O:33])[S:44]([CH:41]([CH3:43])[CH3:42])(=[O:46])=[O:45])=[C:12]([CH2:20][C:21]3[C:30]4[C:25](=[CH:26][CH:27]=[CH:28][CH:29]=4)[CH:24]=[CH:23][CH:22]=3)[C:13]([C:14]3[CH:15]=[CH:16][CH:17]=[CH:18][CH:19]=3)=[C:8]2[S:7][CH2:6]1)=[O:4], predict the reactants needed to synthesize it. The reactants are: [CH3:1][O:2][C:3]([C@H:5]1[N:9]2[C:10](=[O:34])[C:11]([NH:31][CH:32]=[O:33])=[C:12]([CH2:20][C:21]3[C:30]4[C:25](=[CH:26][CH:27]=[CH:28][CH:29]=4)[CH:24]=[CH:23][CH:22]=3)[C:13]([C:14]3[CH:19]=[CH:18][CH:17]=[CH:16][CH:15]=3)=[C:8]2[S:7][CH2:6]1)=[O:4].CC([O-])(C)C.[K+].[CH:41]([S:44](Cl)(=[O:46])=[O:45])([CH3:43])[CH3:42].C([O-])(O)=O.[Na+]. (7) Given the product [Br:25][CH2:1][C:15]([C:13]1[CH:12]=[CH:11][N:10]=[C:9]([O:8][CH3:7])[CH:14]=1)=[O:17], predict the reactants needed to synthesize it. The reactants are: [C:1](Cl)(=O)C(Cl)=O.[CH3:7][O:8][C:9]1[CH:14]=[C:13]([C:15]([OH:17])=O)[CH:12]=[CH:11][N:10]=1.C[Si](C=[N+]=[N-])(C)C.[BrH:25]. (8) Given the product [CH2:12]([O:14][C:15](=[O:26])[C:16](=[CH:22][NH:6][C:5]1[CH:7]=[CH:8][C:2]([F:1])=[C:3]([N+:9]([O-:11])=[O:10])[CH:4]=1)[C:17]([O:19][CH2:20][CH3:21])=[O:18])[CH3:13], predict the reactants needed to synthesize it. The reactants are: [F:1][C:2]1[CH:8]=[CH:7][C:5]([NH2:6])=[CH:4][C:3]=1[N+:9]([O-:11])=[O:10].[CH2:12]([O:14][C:15](=[O:26])[C:16](=[CH:22]OCC)[C:17]([O:19][CH2:20][CH3:21])=[O:18])[CH3:13]. (9) Given the product [CH3:9][O:8][C:5]1[C:4]([C:10]2[O:11][C:12]3[CH:18]=[CH:17][C:16]([C:19]4[S:20][C:21]5[CH:27]=[CH:26][CH:25]=[CH:24][C:22]=5[CH:23]=4)=[CH:15][C:13]=3[N:14]=2)=[CH:3][C:2]([N:1]2[C:37](=[O:38])[C:31]3[C:30](=[CH:29][CH:28]=[C:33]([C:34]([OH:36])=[O:35])[CH:32]=3)[C:40]2=[O:39])=[CH:7][CH:6]=1, predict the reactants needed to synthesize it. The reactants are: [NH2:1][C:2]1[CH:3]=[C:4]([C:10]2[O:11][C:12]3[CH:18]=[CH:17][C:16]([C:19]4[S:20][C:21]5[CH:27]=[CH:26][CH:25]=[CH:24][C:22]=5[CH:23]=4)=[CH:15][C:13]=3[N:14]=2)[C:5]([O:8][CH3:9])=[CH:6][CH:7]=1.[CH:28]1[C:33]([C:34]([OH:36])=[O:35])=[CH:32][C:31]2[C:37]([O:39][C:40](=O)[C:30]=2[CH:29]=1)=[O:38].